This data is from Catalyst prediction with 721,799 reactions and 888 catalyst types from USPTO. The task is: Predict which catalyst facilitates the given reaction. Reactant: [F:1][C:2]1[CH:7]=[CH:6][C:5]([C:8]2[C:9]([N:14]3[CH2:19][CH2:18][N:17]([CH2:20][CH2:21][NH:22][CH3:23])[CH2:16][CH2:15]3)=[N:10][CH:11]=[CH:12][N:13]=2)=[CH:4][CH:3]=1.C(N(CC)CC)C.[CH3:31][N:32]1[CH:36]=[C:35]([S:37]([Cl:40])(=[O:39])=[O:38])[N:34]=[CH:33]1. Product: [ClH:40].[F:1][C:2]1[CH:7]=[CH:6][C:5]([C:8]2[C:9]([N:14]3[CH2:15][CH2:16][N:17]([CH2:20][CH2:21][N:22]([CH3:23])[S:37]([C:35]4[N:34]=[CH:33][N:32]([CH3:31])[CH:36]=4)(=[O:39])=[O:38])[CH2:18][CH2:19]3)=[N:10][CH:11]=[CH:12][N:13]=2)=[CH:4][CH:3]=1. The catalyst class is: 4.